From a dataset of Full USPTO retrosynthesis dataset with 1.9M reactions from patents (1976-2016). Predict the reactants needed to synthesize the given product. The reactants are: C[O:2][C:3]([C:5]1[CH:6]=[CH:7][C:8]2[O:12][C:11]([C:13]3[CH:18]=[CH:17][CH:16]=[CH:15][CH:14]=3)=[CH:10][C:9]=2[CH:19]=1)=O.[H-].[Al+3].[Li+].[H-].[H-].[H-]. Given the product [C:13]1([C:11]2[O:12][C:8]3[CH:7]=[CH:6][C:5]([CH2:3][OH:2])=[CH:19][C:9]=3[CH:10]=2)[CH:18]=[CH:17][CH:16]=[CH:15][CH:14]=1, predict the reactants needed to synthesize it.